Dataset: TCR-epitope binding with 47,182 pairs between 192 epitopes and 23,139 TCRs. Task: Binary Classification. Given a T-cell receptor sequence (or CDR3 region) and an epitope sequence, predict whether binding occurs between them. (1) The epitope is VTIAEILLI. The TCR CDR3 sequence is CASSQRRTGPSSTDTQYF. Result: 0 (the TCR does not bind to the epitope). (2) The epitope is TLVPQEHYV. The TCR CDR3 sequence is CASSTWTGMNTEAFF. Result: 0 (the TCR does not bind to the epitope). (3) The epitope is KAYNVTQAF. The TCR CDR3 sequence is CASSFAGELFF. Result: 0 (the TCR does not bind to the epitope). (4) The epitope is VTIAEILLI. The TCR CDR3 sequence is CASSHPGQGAHNEQFF. Result: 0 (the TCR does not bind to the epitope). (5) The epitope is LLFNKVTLA. The TCR CDR3 sequence is CSATLTSGGIYEQYF. Result: 0 (the TCR does not bind to the epitope). (6) The epitope is KTSVDCTMYI. The TCR CDR3 sequence is CASSSTDSSGYEQYF. Result: 0 (the TCR does not bind to the epitope). (7) The TCR CDR3 sequence is CSVEGAGKLSYNEQFF. Result: 0 (the TCR does not bind to the epitope). The epitope is VLAWLYAAV. (8) The epitope is WICLLQFAY. The TCR CDR3 sequence is CASSDGGSYNSPLHF. Result: 1 (the TCR binds to the epitope).